Regression. Given two drug SMILES strings and cell line genomic features, predict the synergy score measuring deviation from expected non-interaction effect. From a dataset of NCI-60 drug combinations with 297,098 pairs across 59 cell lines. (1) Drug 1: CC1=C2C(C(=O)C3(C(CC4C(C3C(C(C2(C)C)(CC1OC(=O)C(C(C5=CC=CC=C5)NC(=O)OC(C)(C)C)O)O)OC(=O)C6=CC=CC=C6)(CO4)OC(=O)C)O)C)O. Drug 2: CN(CC1=CN=C2C(=N1)C(=NC(=N2)N)N)C3=CC=C(C=C3)C(=O)NC(CCC(=O)O)C(=O)O. Cell line: SR. Synergy scores: CSS=84.1, Synergy_ZIP=6.00, Synergy_Bliss=3.99, Synergy_Loewe=1.62, Synergy_HSA=3.14. (2) Drug 1: CC1=CC=C(C=C1)C2=CC(=NN2C3=CC=C(C=C3)S(=O)(=O)N)C(F)(F)F. Drug 2: CN1C(=O)N2C=NC(=C2N=N1)C(=O)N. Cell line: MALME-3M. Synergy scores: CSS=1.63, Synergy_ZIP=3.41, Synergy_Bliss=7.43, Synergy_Loewe=0.942, Synergy_HSA=1.80. (3) Drug 1: C1=C(C(=O)NC(=O)N1)F. Drug 2: C#CCC(CC1=CN=C2C(=N1)C(=NC(=N2)N)N)C3=CC=C(C=C3)C(=O)NC(CCC(=O)O)C(=O)O. Cell line: T-47D. Synergy scores: CSS=27.5, Synergy_ZIP=-4.19, Synergy_Bliss=-8.01, Synergy_Loewe=-7.13, Synergy_HSA=-7.13.